The task is: Predict the reaction yield, written as a fraction of the theoretical maximum amount of product (1.0 means a 100% yield; for example, 0.34 means a 34% yield).. This data is from Reaction yield outcomes from USPTO patents with 853,638 reactions. (1) The reactants are [CH2:1]([NH:6][C:7]1[N:8]=[CH:9][NH:10][C:11]=1[C:12]1[NH:16][N:15]=[C:14]([C:17]2[CH:22]=[CH:21][CH:20]=[CH:19][CH:18]=2)[N:13]=1)[CH2:2][CH2:3][CH2:4][CH3:5].C1N=CN([C:28](N2C=NC=C2)=[O:29])C=1. The catalyst is C1COCC1. The product is [CH2:1]([N:6]1[C:7]2[N:8]=[CH:9][NH:10][C:11]=2[C:12]2=[N:13][C:14]([C:17]3[CH:22]=[CH:21][CH:20]=[CH:19][CH:18]=3)=[N:15][N:16]2[C:28]1=[O:29])[CH2:2][CH2:3][CH2:4][CH3:5]. The yield is 0.450. (2) The reactants are [Cl:1][C:2]1[S:6][C:5]([N:7](CC2C=CC(OC)=CC=2OC)[S:8]([C:11]2[CH:20]=[CH:19][C:14]([C:15]([O:17][CH3:18])=[O:16])=[C:13]([F:21])[CH:12]=2)(=[O:10])=[O:9])=[N:4][CH:3]=1.Cl. The catalyst is O1CCOCC1. The product is [Cl:1][C:2]1[S:6][C:5]([NH:7][S:8]([C:11]2[CH:20]=[CH:19][C:14]([C:15]([O:17][CH3:18])=[O:16])=[C:13]([F:21])[CH:12]=2)(=[O:10])=[O:9])=[N:4][CH:3]=1. The yield is 0.710. (3) The reactants are C(Cl)C[Cl:3].[NH2:5][C:6]1[N:11]=[CH:10][C:9](/[CH:12]=[CH:13]/[C:14]([OH:16])=O)=[CH:8][CH:7]=1.[CH3:17][NH:18][CH2:19][C:20]1[O:21][C:22]2[CH:29]=[CH:28][CH:27]=[CH:26][C:23]=2[C:24]=1[CH3:25].C1C=CC2N(O)N=NC=2C=1.CCN(C(C)C)C(C)C.Cl. The catalyst is CN(C=O)C.O.C(Cl)Cl. The product is [ClH:3].[NH2:5][C:6]1[N:11]=[CH:10][C:9](/[CH:12]=[CH:13]/[C:14]([N:18]([CH3:17])[CH2:19][C:20]2[O:21][C:22]3[CH:29]=[CH:28][CH:27]=[CH:26][C:23]=3[C:24]=2[CH3:25])=[O:16])=[CH:8][CH:7]=1. The yield is 0.540. (4) The reactants are [CH2:1](Br)[C:2]1[CH:7]=[CH:6][CH:5]=[CH:4][CH:3]=1.[OH:9][C:10]1[CH:15]=[CH:14][C:13]([N+:16]([O-:18])=[O:17])=[CH:12][C:11]=1I.C(=O)([O-])[O-].[K+].[K+].C[Si]([C:30]#[CH:31])(C)C. The catalyst is COCCOC.[Cu]I.CO.C(N(CC)CC)C. The product is [CH2:1]([O:9][C:10]1[CH:15]=[CH:14][C:13]([N+:16]([O-:18])=[O:17])=[CH:12][C:11]=1[C:30]#[CH:31])[C:2]1[CH:7]=[CH:6][CH:5]=[CH:4][CH:3]=1. The yield is 0.210. (5) The reactants are Br[C:2]1[CH:23]=[CH:22][C:5]([C:6]([NH:8][S:9]([C:12]2[CH:17]=[CH:16][CH:15]=[CH:14][C:13]=2[S:18](=[O:21])(=[O:20])[NH2:19])(=[O:11])=[O:10])=[O:7])=[CH:4][C:3]=1[O:24][CH2:25][CH2:26][O:27][CH2:28][CH2:29][O:30][CH3:31].[CH3:32][C:33]([CH3:46])([CH3:45])[C:34]#[C:35]B(OC(C)C)OC(C)C. No catalyst specified. The product is [CH3:32][C:33]([CH3:46])([CH3:45])[C:34]#[C:35][C:2]1[CH:23]=[CH:22][C:5]([C:6]([NH:8][S:9]([C:12]2[CH:17]=[CH:16][CH:15]=[CH:14][C:13]=2[S:18](=[O:21])(=[O:20])[NH2:19])(=[O:11])=[O:10])=[O:7])=[CH:4][C:3]=1[O:24][CH2:25][CH2:26][O:27][CH2:28][CH2:29][O:30][CH3:31]. The yield is 0.280. (6) The reactants are [F:1][C:2]1[CH:10]=[C:9]([C:11]([F:17])([F:16])[C:12]([F:15])([F:14])[F:13])[CH:8]=[CH:7][C:3]=1[C:4]([OH:6])=O.[NH2:18][C:19]1[CH:20]=[CH:21][C:22]([C:25]([O:27][CH2:28][CH3:29])=[O:26])=[N:23][CH:24]=1.CN(C(ON1N=NC2C=CC=NC1=2)=[N+](C)C)C.F[P-](F)(F)(F)(F)F.CN1CCOCC1. The catalyst is CN(C=O)C.O. The product is [F:1][C:2]1[CH:10]=[C:9]([C:11]([F:17])([F:16])[C:12]([F:15])([F:14])[F:13])[CH:8]=[CH:7][C:3]=1[C:4]([NH:18][C:19]1[CH:20]=[CH:21][C:22]([C:25]([O:27][CH2:28][CH3:29])=[O:26])=[N:23][CH:24]=1)=[O:6]. The yield is 0.870. (7) The product is [CH3:9][C:2]1([CH3:8])[NH:19][CH2:16][CH2:17][NH:18][C:3]1=[O:5]. The catalyst is C1(C)C=CC=CC=1. The reactants are Br[C:2]([CH3:9])([CH3:8])[C:3]([O:5]CC)=O.C([O-])([O-])=O.[K+].[K+].[CH2:16]([NH2:19])[CH2:17][NH2:18]. The yield is 0.687. (8) The reactants are [Cl:1][C:2]1[CH:3]=[C:4]([C:11]#[N:12])[C:5]2[CH:6]=[N:7][NH:8][C:9]=2[CH:10]=1.[OH-].[K+].[I:15]I. The catalyst is CN(C=O)C. The product is [Cl:1][C:2]1[CH:3]=[C:4]([C:11]#[N:12])[C:5]2[C:6]([I:15])=[N:7][NH:8][C:9]=2[CH:10]=1. The yield is 0.588. (9) The reactants are C[N:2]1[CH2:11][CH:10](C2C=CSC=2)[C:9]2[C:4](=CC(O)=CC=2)[CH2:3]1.Cl[CH2:19][CH2:20][CH2:21][O:22][C:23]1[CH:32]=[C:31]2[C:26]([CH:27]([C:34]3[CH:38]=[CH:37][S:36][CH:35]=3)[CH2:28][N:29]([CH3:33])[CH2:30]2)=[CH:25][CH:24]=1.C([O-])([O-])=O.[Na+].[Na+].N1CCCCC1. The catalyst is C(O)CCC. The product is [CH3:33][N:29]1[CH2:28][CH:27]([C:34]2[CH:38]=[CH:37][S:36][CH:35]=2)[C:26]2[C:31](=[CH:32][C:23]([O:22][CH2:21][CH2:20][CH2:19][N:2]3[CH2:11][CH2:10][CH2:9][CH2:4][CH2:3]3)=[CH:24][CH:25]=2)[CH2:30]1. The yield is 0.920. (10) The reactants are [Cl:1][C:2]1[C:6]2[CH:7]=[CH:8][CH:9]=[CH:10][C:5]=2[O:4][C:3]=1[CH2:11][NH:12][CH3:13].[O:14]=[C:15]1[NH:21][C:20]2[CH:22]=[CH:23][C:24]([CH:26]=[CH:27][C:28]([OH:30])=O)=[CH:25][C:19]=2[CH2:18][O:17][CH2:16]1. No catalyst specified. The product is [Cl:1][C:2]1[C:6]2[CH:7]=[CH:8][CH:9]=[CH:10][C:5]=2[O:4][C:3]=1[CH2:11][N:12]([CH3:13])[C:28](=[O:30])/[CH:27]=[CH:26]/[C:24]1[CH:23]=[CH:22][C:20]2[NH:21][C:15](=[O:14])[CH2:16][O:17][CH2:18][C:19]=2[CH:25]=1. The yield is 0.550.